From a dataset of NCI-60 drug combinations with 297,098 pairs across 59 cell lines. Regression. Given two drug SMILES strings and cell line genomic features, predict the synergy score measuring deviation from expected non-interaction effect. (1) Drug 1: C1C(C(OC1N2C=NC3=C(N=C(N=C32)Cl)N)CO)O. Drug 2: CC12CCC3C(C1CCC2OP(=O)(O)O)CCC4=C3C=CC(=C4)OC(=O)N(CCCl)CCCl.[Na+]. Cell line: NCI-H522. Synergy scores: CSS=29.8, Synergy_ZIP=-8.01, Synergy_Bliss=-2.58, Synergy_Loewe=-4.32, Synergy_HSA=1.34. (2) Synergy scores: CSS=-1.73, Synergy_ZIP=1.51, Synergy_Bliss=1.51, Synergy_Loewe=-5.11, Synergy_HSA=-4.08. Cell line: HCC-2998. Drug 2: CN1C2=C(C=C(C=C2)N(CCCl)CCCl)N=C1CCCC(=O)O.Cl. Drug 1: CN(C)C1=NC(=NC(=N1)N(C)C)N(C)C. (3) Drug 1: CC(C1=C(C=CC(=C1Cl)F)Cl)OC2=C(N=CC(=C2)C3=CN(N=C3)C4CCNCC4)N. Drug 2: CC(C)(C#N)C1=CC(=CC(=C1)CN2C=NC=N2)C(C)(C)C#N. Cell line: SK-MEL-2. Synergy scores: CSS=0.0165, Synergy_ZIP=-1.53, Synergy_Bliss=-0.203, Synergy_Loewe=-3.48, Synergy_HSA=-2.88. (4) Drug 1: CC(C1=C(C=CC(=C1Cl)F)Cl)OC2=C(N=CC(=C2)C3=CN(N=C3)C4CCNCC4)N. Cell line: SF-268. Drug 2: CC1=C(C=C(C=C1)C(=O)NC2=CC(=CC(=C2)C(F)(F)F)N3C=C(N=C3)C)NC4=NC=CC(=N4)C5=CN=CC=C5. Synergy scores: CSS=4.79, Synergy_ZIP=0.304, Synergy_Bliss=5.96, Synergy_Loewe=1.87, Synergy_HSA=2.20. (5) Drug 1: CCC1(CC2CC(C3=C(CCN(C2)C1)C4=CC=CC=C4N3)(C5=C(C=C6C(=C5)C78CCN9C7C(C=CC9)(C(C(C8N6C)(C(=O)OC)O)OC(=O)C)CC)OC)C(=O)OC)O.OS(=O)(=O)O. Drug 2: CC1CCCC2(C(O2)CC(NC(=O)CC(C(C(=O)C(C1O)C)(C)C)O)C(=CC3=CSC(=N3)C)C)C. Cell line: CCRF-CEM. Synergy scores: CSS=57.8, Synergy_ZIP=0.525, Synergy_Bliss=0.140, Synergy_Loewe=-13.7, Synergy_HSA=-0.399.